Dataset: Full USPTO retrosynthesis dataset with 1.9M reactions from patents (1976-2016). Task: Predict the reactants needed to synthesize the given product. (1) Given the product [NH2:1][C:2]1[CH:3]=[CH:4][C:5]([S:8][CH2:9][C:10]([NH:12][CH2:13][CH2:14][CH2:15][CH2:16][CH2:17][C:18]([NH:20][C:21]2[CH:22]=[N:27][CH:24]=[CH:25][CH:26]=2)=[O:19])=[O:11])=[CH:6][CH:7]=1, predict the reactants needed to synthesize it. The reactants are: [NH2:1][C:2]1[CH:7]=[CH:6][C:5]([S:8][CH2:9][C:10]([NH:12][CH2:13][CH2:14][CH2:15][CH2:16][CH2:17][C:18]([NH:20][C:21]2[CH:26]=[CH:25][CH:24]=C[CH:22]=2)=[O:19])=[O:11])=[CH:4][CH:3]=1.[NH2:27]C1C=CC=CC=1. (2) Given the product [C:15]([C:8]1[C:7]([CH3:17])=[C:6]([C:4]([OH:5])=[O:3])[N:14]2[C:9]=1[CH:10]=[CH:11][CH:12]=[CH:13]2)#[N:16], predict the reactants needed to synthesize it. The reactants are: C([O:3][C:4]([C:6]1[N:14]2[C:9]([CH:10]=[CH:11][CH:12]=[CH:13]2)=[C:8]([C:15]#[N:16])[C:7]=1[CH3:17])=[O:5])C.[OH-].[Na+]. (3) Given the product [C:1]([C:3]1[CH:4]=[N:5][C:6]2[C:11]([CH:12]=1)=[CH:10][C:9]([O:13][CH:14]([S:18][CH3:19])[C:15]([NH:42][C:43]1([CH2:47][OH:48])[CH2:46][CH2:45][CH2:44]1)=[O:17])=[CH:8][CH:7]=2)#[CH:2], predict the reactants needed to synthesize it. The reactants are: [C:1]([C:3]1[CH:4]=[N:5][C:6]2[C:11]([CH:12]=1)=[CH:10][C:9]([O:13][CH:14]([S:18][CH3:19])[C:15]([OH:17])=O)=[CH:8][CH:7]=2)#[CH:2].CN(C(ON1N=NC2C=CC=CC1=2)=[N+](C)C)C.[B-](F)(F)(F)F.[NH2:42][C:43]1([CH2:47][OH:48])[CH2:46][CH2:45][CH2:44]1.[NH4+].[Cl-]. (4) Given the product [CH2:1]([O:8][C:9]1[C:10]([O:20][CH3:21])=[CH:11][C:12]([C:13]([N:29]2[CH2:30][C@H:26]([O:25][C:22](=[O:24])[CH3:23])[CH2:27][C@H:28]2[C:31]([OH:33])=[O:32])=[O:15])=[CH:16][C:17]=1[O:18][CH3:19])[C:2]1[CH:3]=[CH:4][CH:5]=[CH:6][CH:7]=1, predict the reactants needed to synthesize it. The reactants are: [CH2:1]([O:8][C:9]1[C:17]([O:18][CH3:19])=[CH:16][C:12]([C:13]([OH:15])=O)=[CH:11][C:10]=1[O:20][CH3:21])[C:2]1[CH:7]=[CH:6][CH:5]=[CH:4][CH:3]=1.[C:22]([O:25][C@H:26]1[CH2:30][NH:29][C@H:28]([C:31]([OH:33])=[O:32])[CH2:27]1)(=[O:24])[CH3:23]. (5) The reactants are: [F:1][C:2]1[CH:3]=[C:4]([NH:8][C:9]2[N:17]=[CH:16][CH:15]=[CH:14][C:10]=2[C:11]([OH:13])=O)[CH:5]=[CH:6][CH:7]=1.CCN=C=NCCCN(C)C.C1C=CC2N(O)N=NC=2C=1.CCN(C(C)C)C(C)C.[CH3:48][C:49]([NH2:53])([C:51]#[CH:52])[CH3:50]. Given the product [F:1][C:2]1[CH:3]=[C:4]([NH:8][C:9]2[N:17]=[CH:16][CH:15]=[CH:14][C:10]=2[C:11]([NH:53][C:49]([CH3:50])([C:51]#[CH:52])[CH3:48])=[O:13])[CH:5]=[CH:6][CH:7]=1, predict the reactants needed to synthesize it.